From a dataset of Full USPTO retrosynthesis dataset with 1.9M reactions from patents (1976-2016). Predict the reactants needed to synthesize the given product. (1) Given the product [CH3:1][O:2][C:3]1[CH:18]=[CH:17][C:6]2[CH:7]3[C:14]4([CH2:15][CH2:16][C:5]=2[CH:4]=1)[CH:10]([CH2:11][N:12]([CH3:22])[CH2:13]4)[CH2:9][CH2:8]3, predict the reactants needed to synthesize it. The reactants are: [CH3:1][O:2][C:3]1[CH:18]=[CH:17][C:6]2[CH:7]3[C:14]4([CH2:15][CH2:16][C:5]=2[CH:4]=1)[CH:10]([CH2:11][NH:12][CH2:13]4)[CH2:9][CH2:8]3.C=O.[BH3-][C:22]#N.[Na+]. (2) Given the product [CH3:1][O:2][C:3]([CH:5]1[CH:10]([C:11]2[CH:16]=[CH:15][C:14]([O:17][CH2:18][CH2:19][O:20][Si:21]([C:24]([CH3:27])([CH3:25])[CH3:26])([CH3:23])[CH3:22])=[CH:13][CH:12]=2)[CH2:9][CH2:8][N:7]([C:28]([O:30][C:31]([CH3:34])([CH3:33])[CH3:32])=[O:29])[CH2:6]1)=[O:4], predict the reactants needed to synthesize it. The reactants are: [CH3:1][O:2][C:3]([C:5]1[CH2:6][N:7]([C:28]([O:30][C:31]([CH3:34])([CH3:33])[CH3:32])=[O:29])[CH2:8][CH2:9][C:10]=1[C:11]1[CH:16]=[CH:15][C:14]([O:17][CH2:18][CH2:19][O:20][Si:21]([C:24]([CH3:27])([CH3:26])[CH3:25])([CH3:23])[CH3:22])=[CH:13][CH:12]=1)=[O:4].Cl. (3) Given the product [ClH:28].[C:26]([C:18]1[C:17]2[C:22](=[CH:23][CH:24]=[CH:25][C:16]=2[O:15][C@H:12]2[CH2:13][CH2:14][C@H:9]([NH2:8])[CH2:10][CH2:11]2)[CH:21]=[N:20][CH:19]=1)#[N:27], predict the reactants needed to synthesize it. The reactants are: C(OC([NH:8][C@H:9]1[CH2:14][CH2:13][C@H:12]([O:15][C:16]2[CH:25]=[CH:24][CH:23]=[C:22]3[C:17]=2[C:18]([C:26]#[N:27])=[CH:19][N:20]=[CH:21]3)[CH2:11][CH2:10]1)=O)(C)(C)C.[ClH:28].CO.